The task is: Binary Classification. Given a drug SMILES string, predict its activity (active/inactive) in a high-throughput screening assay against a specified biological target.. This data is from Choline transporter screen with 302,306 compounds. The result is 0 (inactive). The drug is O=c1nc(N2CCCC2)[nH]c(c1CCCC)C.